Dataset: Full USPTO retrosynthesis dataset with 1.9M reactions from patents (1976-2016). Task: Predict the reactants needed to synthesize the given product. (1) Given the product [Cl:24][C:21]1[CH:22]=[C:23]2[C:18](=[CH:19][CH:20]=1)[NH:17][CH:16]=[C:15]2[CH2:14][CH2:13][CH2:12][N:36]1[CH2:37][CH2:38][N:33]([C:28]2[N:27]=[C:26]([CH3:25])[CH:31]=[C:30]([CH3:32])[N:29]=2)[CH2:34][CH2:35]1, predict the reactants needed to synthesize it. The reactants are: CC1C=CC(S(O[CH2:12][CH2:13][CH2:14][C:15]2[C:23]3[C:18](=[CH:19][CH:20]=[C:21]([Cl:24])[CH:22]=3)[NH:17][CH:16]=2)(=O)=O)=CC=1.[CH3:25][C:26]1[CH:31]=[C:30]([CH3:32])[N:29]=[C:28]([N:33]2[CH2:38][CH2:37][NH:36][CH2:35][CH2:34]2)[N:27]=1.C(=O)([O-])[O-].[K+].[K+].[I-].[K+]. (2) Given the product [C:1]12([C:11]3[CH:12]=[CH:13][C:14]([O:15][CH2:16][C:17]([NH:19][C:83]4[CH:84]=[C:79]([CH:80]=[CH:81][C:82]=4[OH:89])[C:78]([NH:76][CH2:77][CH2:32][N:33]([CH3:35])[CH3:34])=[O:63])=[O:18])=[CH:30][CH:31]=3)[CH2:10][CH:5]3[CH2:6][CH:7]([CH2:9][CH:3]([CH2:4]3)[CH2:2]1)[CH2:8]2, predict the reactants needed to synthesize it. The reactants are: [C:1]12([C:11]3[CH:31]=[CH:30][C:14]([O:15][CH2:16][C:17]([NH:19]C4C=C(C=CC=4O)C(O)=O)=[O:18])=[CH:13][CH:12]=3)[CH2:10][CH:5]3[CH2:6][CH:7]([CH2:9][CH:3]([CH2:4]3)[CH2:2]1)[CH2:8]2.[CH3:32][N:33]([C:35](ON1N=NC2C=CC=NC1=2)=[N+](C)C)[CH3:34].F[P-](F)(F)(F)(F)F.NCCCN1CC[O:63]CC1.CCN(C(C)C)C(C)C.C[N:76]([CH2:78][C:79]1[CH:84]=[C:83](CN(C)C)[C:82]([OH:89])=[C:81](CN(C)C)[CH:80]=1)[CH3:77].